Task: Predict the reaction yield, written as a fraction of the theoretical maximum amount of product (1.0 means a 100% yield; for example, 0.34 means a 34% yield).. Dataset: Reaction yield outcomes from USPTO patents with 853,638 reactions (1) The reactants are CO[C:3](=[O:27])[C:4]1[CH:9]=[CH:8][C:7]([O:10][CH2:11][C:12]2[C:13]([C:21]3[CH:26]=[CH:25][CH:24]=[CH:23][CH:22]=3)=[N:14][O:15][C:16]=2[C:17]([F:20])([F:19])[F:18])=[N:6][CH:5]=1.COC(=O)C1C=CC(OCC2C(C3C=CC=C(F)C=3)=NOC=2C)=[N:33][CH:32]=1.CN. No catalyst specified. The product is [CH3:32][NH:33][C:3](=[O:27])[C:4]1[CH:9]=[CH:8][C:7]([O:10][CH2:11][C:12]2[C:13]([C:21]3[CH:26]=[CH:25][CH:24]=[CH:23][CH:22]=3)=[N:14][O:15][C:16]=2[C:17]([F:20])([F:19])[F:18])=[N:6][CH:5]=1. The yield is 0.720. (2) The reactants are Br[C:2]1[CH:3]=[C:4]([CH2:10][CH3:11])[C:5](=[O:9])[NH:6][C:7]=1[CH3:8].[C:12]([C:14]1[CH:15]=[C:16](B(O)O)[CH:17]=[CH:18][CH:19]=1)#[N:13].C(=O)([O-])[O-].[Na+].[Na+]. The catalyst is C1(P(C2C=CC=CC=2)C2C=CC=CC=2)C=CC=CC=1.C1(P(C2C=CC=CC=2)C2C=CC=CC=2)C=CC=CC=1.C1(P(C2C=CC=CC=2)C2C=CC=CC=2)C=CC=CC=1.C1(P(C2C=CC=CC=2)C2C=CC=CC=2)C=CC=CC=1.[Pd].C1(C)C=CC=CC=1. The product is [CH2:10]([C:4]1[C:5](=[O:9])[NH:6][C:7]([CH3:8])=[C:2]([C:18]2[CH:19]=[C:14]([CH:15]=[CH:16][CH:17]=2)[C:12]#[N:13])[CH:3]=1)[CH3:11]. The yield is 0.360.